Dataset: Full USPTO retrosynthesis dataset with 1.9M reactions from patents (1976-2016). Task: Predict the reactants needed to synthesize the given product. (1) Given the product [NH2:1][C:2]1[C:7]([F:8])=[CH:6][C:5]2[S:9][N:22]=[C:12]([C:13]3[C:18]([CH3:19])=[CH:17][CH:16]=[CH:15][N:14]=3)[C:4]=2[CH:3]=1, predict the reactants needed to synthesize it. The reactants are: [NH2:1][C:2]1[C:7]([F:8])=[CH:6][C:5]([S:9]C#N)=[C:4]([C:12](=O)[C:13]2[C:18]([CH3:19])=[CH:17][CH:16]=[CH:15][N:14]=2)[CH:3]=1.[OH-].[NH4+:22]. (2) Given the product [F:32][C:31]1[CH:30]=[CH:29][CH:28]=[C:27]([F:33])[C:26]=1[C:21]1[N:20]=[C:19]([C:18]([NH:17][C:12]2[CH:13]=[N:14][CH:15]=[CH:16][C:11]=2[N:7]2[CH2:8][C@H:9]([CH3:10])[C@H:4]([N:1]3[CH:45]=[C:44]([C:46]4[CH:50]=[CH:49][S:48][CH:47]=4)[N:3]=[N:2]3)[C@H:5]([NH:35][C:36](=[O:42])[O:37][C:38]([CH3:41])([CH3:40])[CH3:39])[CH2:6]2)=[O:34])[CH:24]=[CH:23][C:22]=1[F:25], predict the reactants needed to synthesize it. The reactants are: [N:1]([C@H:4]1[C@@H:9]([CH3:10])[CH2:8][N:7]([C:11]2[CH:16]=[CH:15][N:14]=[CH:13][C:12]=2[NH:17][C:18](=[O:34])[C:19]2[CH:24]=[CH:23][C:22]([F:25])=[C:21]([C:26]3[C:31]([F:32])=[CH:30][CH:29]=[CH:28][C:27]=3[F:33])[N:20]=2)[CH2:6][C@H:5]1[NH:35][C:36](=[O:42])[O:37][C:38]([CH3:41])([CH3:40])[CH3:39])=[N+:2]=[N-:3].C.[C:44]([C:46]1[CH:50]=[CH:49][S:48][CH:47]=1)#[CH:45].C(N(CC)CC)C. (3) Given the product [N:35]1([CH2:42][CH2:41][NH:40][C:3](=[O:4])[NH:5][C:6]2[NH:10][C:9]3[CH:11]=[CH:12][C:13]([O:15][S:16]([C:19]4[CH:24]=[CH:23][C:22]([NH:25][CH2:26][CH:27]5[CH2:28][CH2:29]5)=[CH:21][CH:20]=4)(=[O:18])=[O:17])=[CH:14][C:8]=3[N:7]=2)[CH2:34][CH2:33][O:38][CH2:37][CH2:36]1, predict the reactants needed to synthesize it. The reactants are: CO[C:3]([NH:5][C:6]1[NH:10][C:9]2[CH:11]=[CH:12][C:13]([O:15][S:16]([C:19]3[CH:24]=[CH:23][C:22]([NH:25][CH2:26][CH:27]4[CH2:29][CH2:28]4)=[CH:21][CH:20]=3)(=[O:18])=[O:17])=[CH:14][C:8]=2[N:7]=1)=[O:4].NCC[CH:33]1[O:38][CH2:37][CH2:36][NH:35][CH2:34]1.C[N:40]1CC[CH2:42][C:41]1=O. (4) Given the product [Br:1][C:2]1[S:3][C:4]([Br:16])=[C:5]([C:10]2[CH:15]=[CH:14][CH:13]=[CH:12][CH:11]=2)[C:6]=1[C:7]([NH:28][NH:27][S:24]([C:21]1[CH:22]=[CH:23][C:18]([CH3:17])=[CH:19][CH:20]=1)(=[O:25])=[O:26])=[O:8], predict the reactants needed to synthesize it. The reactants are: [Br:1][C:2]1[S:3][C:4]([Br:16])=[C:5]([C:10]2[CH:15]=[CH:14][CH:13]=[CH:12][CH:11]=2)[C:6]=1[C:7](Cl)=[O:8].[CH3:17][C:18]1[CH:23]=[CH:22][C:21]([S:24]([NH:27][NH2:28])(=[O:26])=[O:25])=[CH:20][CH:19]=1. (5) Given the product [CH3:30][C:31]1([CH3:44])[O:35][CH:34]([C:36]2[CH:37]=[CH:38][C:39]([C:42](=[O:43])[CH2:13][CH2:12][C:11](=[O:14])[CH:10]([C:4]3[CH:5]=[CH:6][C:7]([S:8][CH3:9])=[C:2]([F:1])[CH:3]=3)[CH2:15][CH:16]3[CH2:21][CH2:20][O:19][CH2:18][CH2:17]3)=[N:40][CH:41]=2)[CH2:33][O:32]1, predict the reactants needed to synthesize it. The reactants are: [F:1][C:2]1[CH:3]=[C:4]([CH:10]([CH2:15][CH:16]2[CH2:21][CH2:20][O:19][CH2:18][CH2:17]2)[C:11](=[O:14])[CH:12]=[CH2:13])[CH:5]=[CH:6][C:7]=1[S:8][CH3:9].C(O)C.O1CCCC1.[CH3:30][C:31]1([CH3:44])[O:35][CH:34]([C:36]2[CH:37]=[CH:38][C:39]([CH:42]=[O:43])=[N:40][CH:41]=2)[CH2:33][O:32]1. (6) Given the product [Cl:8][C:5]1[CH:6]=[CH:7][C:2]([NH:1][S:31]([C:28]2[CH:27]=[CH:26][C:25]([C:18]([CH3:19])([C:20]3[O:21][CH:22]=[CH:23][N:24]=3)[CH3:17])=[CH:30][CH:29]=2)(=[O:32])=[O:33])=[C:3]([C:9]([C:11]2[CH:12]=[N:13][CH:14]=[CH:15][CH:16]=2)=[O:10])[CH:4]=1, predict the reactants needed to synthesize it. The reactants are: [NH2:1][C:2]1[CH:7]=[CH:6][C:5]([Cl:8])=[CH:4][C:3]=1[C:9]([C:11]1[CH:12]=[N:13][CH:14]=[CH:15][CH:16]=1)=[O:10].[CH3:17][C:18]([C:25]1[CH:30]=[CH:29][C:28]([S:31](Cl)(=[O:33])=[O:32])=[CH:27][CH:26]=1)([C:20]1[O:21][CH:22]=[CH:23][N:24]=1)[CH3:19].